From a dataset of Reaction yield outcomes from USPTO patents with 853,638 reactions. Predict the reaction yield, written as a fraction of the theoretical maximum amount of product (1.0 means a 100% yield; for example, 0.34 means a 34% yield). (1) The reactants are [F:1][C:2]([F:12])([F:11])[C:3]1[CH:4]=[CH:5][C:6]([CH2:9]O)=[N:7][CH:8]=1.N1C=CN=C1.C1(P(C2C=CC=CC=2)C2C=CC=CC=2)C=CC=CC=1.[Br:37]Br. The catalyst is C(Cl)Cl. The product is [Br:37][CH2:9][C:6]1[CH:5]=[CH:4][C:3]([C:2]([F:12])([F:11])[F:1])=[CH:8][N:7]=1. The yield is 0.770. (2) The reactants are [CH2:1]([O:5][CH2:6][C:7]1[CH:12]=[CH:11][C:10]([CH2:13][CH2:14][N+:15]([O-:17])=O)=[CH:9][CH:8]=1)[CH2:2][CH2:3][CH3:4].C[O-].[Na+].C(Cl)[Cl:22]. The catalyst is CO.[Ti](Cl)(Cl)(Cl)Cl. The product is [CH2:1]([O:5][CH2:6][C:7]1[CH:12]=[CH:11][C:10]([CH2:13][C:14]([Cl:22])=[N:15][OH:17])=[CH:9][CH:8]=1)[CH2:2][CH2:3][CH3:4]. The yield is 0.990.